This data is from Catalyst prediction with 721,799 reactions and 888 catalyst types from USPTO. The task is: Predict which catalyst facilitates the given reaction. (1) Reactant: Br[CH2:2][CH:3]1[O:8][C:7]2[CH:9]=[CH:10][CH:11]=[CH:12][C:6]=2[O:5][CH2:4]1.[N:13]1([C:20]2[N:27]=[CH:26][CH:25]=[CH:24][C:21]=2[C:22]#[N:23])[CH2:19][CH2:18][CH2:17][NH:16][CH2:15][CH2:14]1.CCN(C(C)C)C(C)C.O. Product: [O:8]1[CH:3]([CH2:2][N:16]2[CH2:17][CH2:18][CH2:19][N:13]([C:20]3[N:27]=[CH:26][CH:25]=[CH:24][C:21]=3[C:22]#[N:23])[CH2:14][CH2:15]2)[CH2:4][O:5][C:6]2[CH:12]=[CH:11][CH:10]=[CH:9][C:7]1=2. The catalyst class is: 3. (2) The catalyst class is: 31. Product: [CH2:1]([O:8][C:9]1[CH:10]=[C:11]2[C:15](=[CH:16][CH:17]=1)[CH2:14][CH:13]([CH:18]([O:19][Si:29]([C:26]([CH3:28])([CH3:27])[CH3:25])([CH3:31])[CH3:30])[C:20]1[O:21][CH:22]=[CH:23][N:24]=1)[CH2:12]2)[C:2]1[CH:7]=[CH:6][CH:5]=[CH:4][CH:3]=1. Reactant: [CH2:1]([O:8][C:9]1[CH:10]=[C:11]2[C:15](=[CH:16][CH:17]=1)[CH2:14][CH:13]([C:18]([C:20]1[O:21][CH:22]=[CH:23][N:24]=1)=[O:19])[CH2:12]2)[C:2]1[CH:7]=[CH:6][CH:5]=[CH:4][CH:3]=1.[CH3:25][C:26]([Si:29](Cl)([CH3:31])[CH3:30])([CH3:28])[CH3:27].N1C=CN=C1. (3) Reactant: Br[C:2]1[S:3][C:4]([N+:7]([O-:9])=[O:8])=[CH:5][CH:6]=1.C(=O)([O-])[O-].[K+].[K+].CN(C)C=O.[C:21]1([C:27]2[NH:36][C:30]3[N:31]=[CH:32][N:33]=[C:34]([SH:35])[C:29]=3[CH:28]=2)[CH:26]=[CH:25][CH:24]=[CH:23][CH:22]=1. Product: [N+:7]([C:4]1[S:3][C:2]([S:35][C:34]2[C:29]3[CH:28]=[C:27]([C:21]4[CH:26]=[CH:25][CH:24]=[CH:23][CH:22]=4)[NH:36][C:30]=3[N:31]=[CH:32][N:33]=2)=[CH:6][CH:5]=1)([O-:9])=[O:8]. The catalyst class is: 6. (4) Reactant: [CH:1]1([N:4]2[CH2:12][C:11]3[C:6](=[CH:7][CH:8]=[C:9]([C:13]4[CH2:17][CH2:16][C@:15]([C:22]5[CH:27]=[CH:26][CH:25]=[C:24]([F:28])[C:23]=5[CH3:29])([C:18]([O:20][CH3:21])=[O:19])[CH:14]=4)[CH:10]=3)[C:5]2=[O:30])[CH2:3][CH2:2]1.C([O-])=O.[NH4+]. Product: [CH:1]1([N:4]2[CH2:12][C:11]3[C:6](=[CH:7][CH:8]=[C:9]([CH:13]4[CH2:17][CH2:16][C@:15]([C:22]5[CH:27]=[CH:26][CH:25]=[C:24]([F:28])[C:23]=5[CH3:29])([C:18]([O:20][CH3:21])=[O:19])[CH2:14]4)[CH:10]=3)[C:5]2=[O:30])[CH2:2][CH2:3]1. The catalyst class is: 50. (5) Reactant: C[O:2][C:3]1[CH:12]=[CH:11][C:10]2[C:5](=[CH:6][CH:7]=[C:8]([O:13][CH3:14])[CH:9]=2)[C:4]=1[C:15]([C:17]1[CH:22]=[CH:21][C:20]([O:23][CH2:24][CH2:25][N:26]2[CH2:31][CH2:30][CH2:29][CH2:28][CH2:27]2)=[CH:19][CH:18]=1)=[O:16].N#N.B(Cl)(Cl)Cl.CO.C([O-])(O)=O.[Na+]. Product: [OH:2][C:3]1[CH:12]=[CH:11][C:10]2[C:5](=[CH:6][CH:7]=[C:8]([O:13][CH3:14])[CH:9]=2)[C:4]=1[C:15]([C:17]1[CH:22]=[CH:21][C:20]([O:23][CH2:24][CH2:25][N:26]2[CH2:31][CH2:30][CH2:29][CH2:28][CH2:27]2)=[CH:19][CH:18]=1)=[O:16]. The catalyst class is: 2. (6) Reactant: [OH-].[K+].[C:3]1([CH:9]=[CH:10][C:11]([C:13]2[CH:18]=[CH:17][CH:16]=[CH:15][CH:14]=2)=O)[CH:8]=[CH:7][CH:6]=[CH:5][CH:4]=1.[C:19]1([NH:25][NH2:26])[CH:24]=[CH:23][CH:22]=[CH:21][CH:20]=1. Product: [C:19]1([N:25]2[CH:11]([C:13]3[CH:18]=[CH:17][CH:16]=[CH:15][CH:14]=3)[CH:10]=[C:9]([C:3]3[CH:8]=[CH:7][CH:6]=[CH:5][CH:4]=3)[NH:26]2)[CH:24]=[CH:23][CH:22]=[CH:21][CH:20]=1. The catalyst class is: 8. (7) Reactant: C.[CH3:2][CH:3]1[NH:12][C:11](=[O:13])[C:10]2[S:9][C:8]3[CH:14]=[C:15]([O:18][C:19]([F:22])([F:21])[F:20])[CH:16]=[CH:17][C:7]=3[NH:6][C:5]=2[CH2:4]1. Product: [CH3:2][C:3]1[NH:12][C:11](=[O:13])[C:10]2[S:9][C:8]3[CH:14]=[C:15]([O:18][C:19]([F:22])([F:20])[F:21])[CH:16]=[CH:17][C:7]=3[NH:6][C:5]=2[CH:4]=1. The catalyst class is: 15. (8) Reactant: [CH3:1][O:2][C:3]1[CH:12]=[C:11]2[C:6]([C:7]([O:13][C:14]3[CH:19]=[CH:18][C:17]([NH:20][C:21]4[C:30]5[C:25](=[CH:26][CH:27]=[CH:28][CH:29]=5)[C:24]([C:31]5[S:35][CH:34]=[C:33]([CH2:36]O)[CH:32]=5)=[N:23][N:22]=4)=[CH:16][CH:15]=3)=[CH:8][CH:9]=[N:10]2)=[N:5][CH:4]=1.C(N(S(F)(F)[F:44])CC)C.C([O-])(O)=O.[Na+]. Product: [F:44][CH2:36][C:33]1[CH:32]=[C:31]([C:24]2[C:25]3[C:30](=[CH:29][CH:28]=[CH:27][CH:26]=3)[C:21]([NH:20][C:17]3[CH:18]=[CH:19][C:14]([O:13][C:7]4[C:6]5[C:11](=[CH:12][C:3]([O:2][CH3:1])=[CH:4][N:5]=5)[N:10]=[CH:9][CH:8]=4)=[CH:15][CH:16]=3)=[N:22][N:23]=2)[S:35][CH:34]=1. The catalyst class is: 2. (9) Reactant: [OH:1][C:2]1[CH:12]=[CH:11][C:5]([C:6]([O:8]CC)=[O:7])=[CH:4][CH:3]=1.Br[CH2:14][C:15]([CH3:17])=[CH2:16].C(=O)([O-])[O-].[K+].[K+]. Product: [CH3:16][C:15](=[CH2:14])[CH2:17][O:1][C:2]1[CH:3]=[CH:4][C:5]([C:6]([OH:8])=[O:7])=[CH:11][CH:12]=1. The catalyst class is: 131.